This data is from Drug-target binding data from BindingDB using IC50 measurements. The task is: Regression. Given a target protein amino acid sequence and a drug SMILES string, predict the binding affinity score between them. We predict pIC50 (pIC50 = -log10(IC50 in M); higher means more potent). Dataset: bindingdb_ic50. (1) The small molecule is O=C(c1ccc(-c2ccccc2)cc1)N1CCN(Cc2ccccn2)CC1. The target protein sequence is MIDTLRPVPFASEMAISKTVAWLNEQLELGNEQLLLMDCRPQELYESSHIESAINVAIPGIMLRRLQKGNLPVRALFTRCEDRDRFTRRCGTDTVVLYDENSSDWNENTGGESVLGLLLKKLKDEGCRAFYLEGGFSKFQAEFALHCETNLDGSCSSSSPPLPVLGLGGLRISSDSSSDIESDLDRDPNSATDSDGSPLSNSQPSFPVEILPFLYLGCAKDSTNLDVLEEFGIKYILNVTPNLPNLFENAGEFKYKQIPISDHWSQNLSQFFPEAISFIDEARGKNCGVLVHCLAGISRSVTVTVAYLMQKLNLSMNDAYDIVKMKKSNISPNFNFMGQLLDFERTLGLSSPCDNRVPAQQLYFTAPSNQNVYQVDSLQST. The pIC50 is 4.3. (2) The small molecule is Cc1oc2nc1-c1nc(co1)-c1nc(co1)-c1nc(co1)-c1nc(co1)-c1nc(co1)C1=NC(CS1)c1nc-2c(C)o1. The target protein (P27296) has sequence MALTAALKAQIAAWYKALQEQIPDFIPRAPQRQMIADVAKTLAGEEGRHLAIEAPTGVGKTLSYLIPGIAIAREEQKTLVVSTANVALQDQIYSKDLPLLKKIIPDLKFTAAFGRGRYVCPRNLTALASTEPTQQDLLAFLDDELTPNNQEEQKRCAKLKGDLDTYKWDGLRDHTDIAIDDDLWRRLSTDKASCLNRNCYYYRECPFFVARREIQEAEVVVANHALVMAAMESEAVLPDPKNLLLVLDEGHHLPDVARDALEMSAEITAPWYRLQLDLFTKLVATCMEQFRPKTIPPLAIPERLNAHCEELYELIASLNNILNLYMPAGQEAEHRFAMGELPDEVLEICQRLAKLTEMLRGLAELFLNDLSEKTGSHDIVRLHRLILQMNRALGMFEAQSKLWRLASLAQSSGAPVTKWATREEREGQLHLWFHCVGIRVSDQLERLLWRSIPHIIVTSATLRSLNSFSRLQEMSGLKEKAGDRFVALDSPFNHCEQGKI.... The pIC50 is 9.0. (3) The small molecule is OC[C@H]1N[C@H](CO)[C@@H](O)[C@@H](O)[C@H]1O. The target protein (Q8TET4) has sequence MEAAVKEEISLEDEAVDKNIFRDCNKIAFYRRQKQWLSKKSTYQALLDSVTTDEDSTRFQIINEASKVPLLAEIYGIEGNIFRLKINEETPLKPRFEVPDVLTSKPSTVRLISCSGDTGSLILADGKGDLKCHITANPFKVDLVSEEEVVISINSLGQLYFEHLQILHKQRAAKENEEETSVDTSQENQEDLGLWEEKFGKFVDIKANGPSSIGLDFSLHGFEHLYGIPQHAESHQLKNTGDGDAYRLYNLDVYGYQIYDKMGIYGSVPYLLAHKLGRTIGIFWLNASETLVEINTEPAVEYTLTQMGPVAAKQKVRSRTHVHWMSESGIIDVFLLTGPTPSDVFKQYSHLTGTQAMPPLFSLGYHQCRWNYEDEQDVKAVDAGFDEHDIPYDAMWLDIEHTEGKRYFTWDKNRFPNPKRMQELLRSKKRKLVVISDPHIKIDPDYSVYVKAKDQGFFVKNQEGEDFEGVCWPGLSSYLDFTNPKVREWYSSLFAFPVYQ.... The pIC50 is 4.1. (4) The small molecule is Cn1cc(NC(=O)C2CCCCC2C(=O)c2ccc(-c3ccn[nH]3)cc2F)c(C(N)=O)n1. The target protein (P09917) has sequence MPSYTVTVATGSQWFAGTDDYIYLSLVGSAGCSEKHLLDKPFYNDFERGAVDSYDVTVDEELGEIQLVRIEKRKYWLNDDWYLKYITLKTPHGDYIEFPCYRWITGDVEVVLRDGRAKLARDDQIHILKQHRRKELETRQKQYRWMEWNPGFPLSIDAKCHKDLPRDIQFDSEKGVDFVLNYSKAMENLFINRFMHMFQSSWNDFADFEKIFVKISNTISERVMNHWQEDLMFGYQFLNGCNPVLIRRCTELPEKLPVTTEMVECSLERQLSLEQEVQQGNIFIVDFELLDGIDANKTDPCTLQFLAAPICLLYKNLANKIVPIAIQLNQIPGDENPIFLPSDAKYDWLLAKIWVRSSDFHVHQTITHLLRTHLVSEVFGIAMYRQLPAVHPIFKLLVAHVRFTIAINTKAREQLICECGLFDKANATGGGGHVQMVQRAMKDLTYASLCFPEAIKARGMESKEDIPYYFYRDDGLLVWEAIRTFTAEVVDIYYEGDQVV.... The pIC50 is 7.1. (5) The small molecule is NNC(=S)Nc1ccccc1F. The target protein (P14902) has sequence MAHAMENSWTISKEYHIDEEVGFALPNPQENLPDFYNDWMFIAKHLPDLIESGQLRERVEKLNMLSIDHLTDHKSQRLARLVLGCITMAYVWGKGHGDVRKVLPRNIAVPYCQLSKKLELPPILVYADCVLANWKKKDPNKPLTYENMDVLFSFRDGDCSKGFFLVSLLVEIAAASAIKVIPTVFKAMQMQERDTLLKALLEIASCLEKALQVFHQIHDHVNPKAFFSVLRIYLSGWKGNPQLSDGLVYEGFWEDPKEFAGGSAGQSSVFQCFDVLLGIQQTAGGGHAAQFLQDMRRYMPPAHRNFLCSLESNPSVREFVLSKGDAGLREAYDACVKALVSLRSYHLQIVTKYILIPASQQPKENKTSEDPSKLEAKGTGGTDLMNFLKTVRSTTEKSLLKEG. The pIC50 is 4.3. (6) The compound is CSCC[C@H](NC(=O)[C@H](C)NC(=O)[C@@H]1CCCN1C(=O)[C@H](CC(N)=O)NC(=O)[C@H](CO)NC(=O)[C@H](CC(N)=O)NC(=O)[C@H](C)NC(=O)[C@@H](N)CO)C(=O)N[C@@H](C)C(=O)N1CCC[C@H]1C(=O)N[C@@H](CCCNC(=N)N)C(=O)N[C@@H](CCC(=O)O)C(=O)N[C@@H](CCCNC(=N)N)C(=O)N[C@@H](CCCCN)C(=O)N[C@@H](C)C(=O)NCC(=O)N[C@@H]1CSSC[C@@H](C(=O)O)NC(=O)[C@H](CO)NC(=O)[C@@H]([C@@H](C)O)NC(=O)[C@H](Cc2ccccc2)NC(=O)[C@@H]([C@@H](C)O)NC(=O)[C@H](CCCCN)NC(=O)[C@@H](Cc2c[nH]c3ccccc23)NC(=O)[C@H](Cc2ccccc2)NC(=O)[C@@H](Cc2ccccc2)NC(=O)[C@H](CC(N)=O)NC(=O)[C@@H](CCCCN)NC1=O. The pIC50 is 8.5. The target protein (P30872) has sequence MFPNGTASSPSSSPSPSPGSCGEGGGSRGPGAGAADGMEEPGRNASQNGTLSEGQGSAILISFIYSVVCLVGLCGNSMVIYVILRYAKMKTATNIYILNLAIADELLMLSVPFLVTSTLLRHWPFGALLCRLVLSVDAVNMFTSIYCLTVLSVDRYVAVVHPIKAARYRRPTVAKVVNLGVWVLSLLVILPIVVFSRTAANSDGTVACNMLMPEPAQRWLVGFVLYTFLMGFLLPVGAICLCYVLIIAKMRMVALKAGWQQRKRSERKITLMVMMVVMVFVICWMPFYVVQLVNVFAEQDDATVSQLSVILGYANSCANPILYGFLSDNFKRSFQRILCLSWMDNAAEEPVDYYATALKSRAYSVEDFQPENLESGGVFRNGTCTSRITTL. (7) The drug is O=C(c1ccc(Nc2nc(NCCCN3CCOCC3)nc3c2ncn3-c2ccccc2)cc1)N1CCCCC1. The target protein sequence is MGCSQSSNVKDFKTRRSKFTNGNNYGKSGNNKNSEDLAINPGMYVRKKEGKIGESYFKVRKLGSGAYGEVLLCREKHGHGEKAIKVIKKSQFDKMKYSITNKIECDDKIHEEIYNEISLLKSLDHPNIIKLFDVFEDKKYFYLVTEFYEGGELFEQIINRHKFDECDAANIMKQILSGICYLHKHNIVHRDIKPENILLENKHSLLNIKIVDFGLSSFFSKDNKLRDRLGTAYYIAPEVLRKKYNEKCDVWSCGVILYILLCGYPPFGGQNDQDIIKKVEKGKYYFDFNDWKNISEEAKELIKLMLTYDYNKRITAKEALNSKWIKKYANNINKSDQKTLCGALSNMRKFEGSQKLAQAAILFIGSKLTTLEERKELTDIFKKLDKNGDGQLDKKELIEGYNILRSFKNELGELKNVEEEVDNILKEVDFDKNGYIEYSEFISVCMDKQILFSEERLRDAFNLFDTDKSGKITKEELANLFGLTSISEQMWNEVLGEADK.... The pIC50 is 6.4.